This data is from Forward reaction prediction with 1.9M reactions from USPTO patents (1976-2016). The task is: Predict the product of the given reaction. (1) The product is: [CH:11]1([S:10][C:4]2[C:3]([CH2:2][O:31][C:27]3[C:26]([F:32])=[CH:25][C:24]([CH:22]4[CH2:23][CH:21]4[C:19]([OH:20])=[O:18])=[CH:29][C:28]=3[F:30])=[CH:8][CH:7]=[CH:6][N:5]=2)[CH2:15][CH2:14][CH2:13]1. Given the reactants Cl[CH2:2][C:3]1[C:4]([S:10][CH:11]2[CH2:15][CH2:14][CH2:13]C2)=[N:5][C:6](C)=[CH:7][CH:8]=1.C([O:18][C:19]([CH:21]1[CH2:23][CH:22]1[C:24]1[CH:29]=[C:28]([F:30])[C:27]([OH:31])=[C:26]([F:32])[CH:25]=1)=[O:20])C, predict the reaction product. (2) Given the reactants Br[CH:2]1[CH2:6][CH2:5][N:4]([CH2:7][C:8]2[CH:13]=[CH:12][C:11]([CH:14]([F:16])[F:15])=[CH:10][CH:9]=2)[C:3]1=[O:17].[F:18][C:19]1[CH:24]=[C:23]([C@@H:25]2[CH2:30][CH2:29][NH:28][CH2:27][C@H:26]2[F:31])[CH:22]=[CH:21][C:20]=1[OH:32].C(N(CC)CC)C, predict the reaction product. The product is: [F:15][CH:14]([F:16])[C:11]1[CH:12]=[CH:13][C:8]([CH2:7][N:4]2[CH2:5][CH2:6][CH:2]([N:28]3[CH2:29][CH2:30][C@@H:25]([C:23]4[CH:22]=[CH:21][C:20]([OH:32])=[C:19]([F:18])[CH:24]=4)[C@H:26]([F:31])[CH2:27]3)[C:3]2=[O:17])=[CH:9][CH:10]=1. (3) Given the reactants [CH2:1]([O:3][C:4](=[O:30])[CH:5]([C:13]1[CH:18]=[CH:17][C:16]([N+:19]([O-:21])=[O:20])=[C:15]([O:22][CH2:23][C:24]2[CH:29]=[CH:28][CH:27]=[CH:26][CH:25]=2)[CH:14]=1)C(OC(C)(C)C)=O)[CH3:2], predict the reaction product. The product is: [CH2:1]([O:3][C:4](=[O:30])[CH2:5][C:13]1[CH:18]=[CH:17][C:16]([N+:19]([O-:21])=[O:20])=[C:15]([O:22][CH2:23][C:24]2[CH:29]=[CH:28][CH:27]=[CH:26][CH:25]=2)[CH:14]=1)[CH3:2]. (4) Given the reactants C([O:8][C@H:9]1[CH2:14][CH2:13][CH2:12][C@@H:11]([F:15])[C@H:10]1[OH:16])C1C=CC=CC=1, predict the reaction product. The product is: [F:15][C@@H:11]1[CH2:12][CH2:13][CH2:14][C@H:9]([OH:8])[C@@H:10]1[OH:16].